Task: Predict the reaction yield, written as a fraction of the theoretical maximum amount of product (1.0 means a 100% yield; for example, 0.34 means a 34% yield).. Dataset: Reaction yield outcomes from USPTO patents with 853,638 reactions The reactants are [CH2:1]([C@H:8]([NH:19][C:20](=[O:30])[O:21][C@@H:22]1[C@H:29]2[C@H:25]([O:26][CH2:27][CH2:28]2)[O:24][CH2:23]1)[C@H:9]([OH:18])[CH2:10][NH:11][O:12][CH:13]([CH2:16][CH3:17])[CH2:14][CH3:15])[C:2]1[CH:7]=[CH:6][CH:5]=[CH:4][CH:3]=1.[N+:31]([C:34]1[CH:39]=[CH:38][C:37]([S:40](Cl)(=[O:42])=[O:41])=[CH:36][CH:35]=1)([O-:33])=[O:32].C(N(C(C)C)CC)(C)C. The catalyst is O1CCCC1.CN(C1C=CC=CN=1)C. The product is [CH2:1]([C@H:8]([NH:19][C:20](=[O:30])[O:21][C@@H:22]1[C@H:29]2[C@H:25]([O:26][CH2:27][CH2:28]2)[O:24][CH2:23]1)[C@H:9]([OH:18])[CH2:10][N:11]([O:12][CH:13]([CH2:14][CH3:15])[CH2:16][CH3:17])[S:40]([C:37]1[CH:36]=[CH:35][C:34]([N+:31]([O-:33])=[O:32])=[CH:39][CH:38]=1)(=[O:41])=[O:42])[C:2]1[CH:3]=[CH:4][CH:5]=[CH:6][CH:7]=1. The yield is 0.880.